This data is from NCI-60 drug combinations with 297,098 pairs across 59 cell lines. The task is: Regression. Given two drug SMILES strings and cell line genomic features, predict the synergy score measuring deviation from expected non-interaction effect. (1) Drug 1: C(=O)(N)NO. Drug 2: CCCCCOC(=O)NC1=NC(=O)N(C=C1F)C2C(C(C(O2)C)O)O. Cell line: OVCAR-5. Synergy scores: CSS=1.58, Synergy_ZIP=0.110, Synergy_Bliss=1.20, Synergy_Loewe=-1.81, Synergy_HSA=-1.12. (2) Drug 1: CC1=CC2C(CCC3(C2CCC3(C(=O)C)OC(=O)C)C)C4(C1=CC(=O)CC4)C. Drug 2: CC1=CC=C(C=C1)C2=CC(=NN2C3=CC=C(C=C3)S(=O)(=O)N)C(F)(F)F. Cell line: K-562. Synergy scores: CSS=14.5, Synergy_ZIP=-1.77, Synergy_Bliss=-1.65, Synergy_Loewe=-5.96, Synergy_HSA=-2.49. (3) Drug 1: CC1=C2C(C(=O)C3(C(CC4C(C3C(C(C2(C)C)(CC1OC(=O)C(C(C5=CC=CC=C5)NC(=O)OC(C)(C)C)O)O)OC(=O)C6=CC=CC=C6)(CO4)OC(=O)C)OC)C)OC. Drug 2: COC1=C2C(=CC3=C1OC=C3)C=CC(=O)O2. Cell line: A498. Synergy scores: CSS=37.4, Synergy_ZIP=5.42, Synergy_Bliss=6.72, Synergy_Loewe=-13.3, Synergy_HSA=4.59.